Dataset: Peptide-MHC class II binding affinity with 134,281 pairs from IEDB. Task: Regression. Given a peptide amino acid sequence and an MHC pseudo amino acid sequence, predict their binding affinity value. This is MHC class II binding data. (1) The peptide sequence is NKAGVRIYVDIVLNH. The MHC is HLA-DQA10102-DQB10602 with pseudo-sequence HLA-DQA10102-DQB10602. The binding affinity (normalized) is 0.211. (2) The MHC is HLA-DQA10301-DQB10302 with pseudo-sequence HLA-DQA10301-DQB10302. The peptide sequence is VRYTTEGGTKTEAEDVIPEG. The binding affinity (normalized) is 0.555.